From a dataset of Reaction yield outcomes from USPTO patents with 853,638 reactions. Predict the reaction yield, written as a fraction of the theoretical maximum amount of product (1.0 means a 100% yield; for example, 0.34 means a 34% yield). (1) The reactants are [CH2:1]([CH:3]([C:6]1[C:14]2[NH:13][C:12](=[O:15])[NH:11][C:10]=2[CH:9]=[CH:8][CH:7]=1)[CH2:4][CH3:5])[CH3:2].[CH3:16][O:17][C:18]1[CH:25]=[CH:24][C:21]([CH2:22]Cl)=[CH:20][CH:19]=1.C(=O)([O-])[O-].[K+].[K+]. The catalyst is CN(C)C=O.O. The product is [CH2:1]([CH:3]([C:6]1[C:14]2[NH:13][C:12](=[O:15])[N:11]([CH2:22][C:21]3[CH:24]=[CH:25][C:18]([O:17][CH3:16])=[CH:19][CH:20]=3)[C:10]=2[CH:9]=[CH:8][CH:7]=1)[CH2:4][CH3:5])[CH3:2]. The yield is 0.0900. (2) The reactants are [CH3:1][O:2][C:3]1[CH:20]=[CH:19][C:6]([CH2:7][N:8]2[C:12]3[N:13]=[CH:14][CH:15]=[C:16]([OH:17])[C:11]=3[C:10]([CH3:18])=[N:9]2)=[CH:5][CH:4]=1.[Cl:21][C:22]1[CH:27]=[C:26](F)[C:25]([CH3:29])=[CH:24][C:23]=1[N+:30]([O-:32])=[O:31]. No catalyst specified. The product is [Cl:21][C:22]1[C:23]([N+:30]([O-:32])=[O:31])=[CH:24][C:25]([CH3:29])=[C:26]([CH:27]=1)[O:17][C:16]1[CH:15]=[CH:14][N:13]=[C:12]2[N:8]([CH2:7][C:6]3[CH:5]=[CH:4][C:3]([O:2][CH3:1])=[CH:20][CH:19]=3)[N:9]=[C:10]([CH3:18])[C:11]=12. The yield is 0.750. (3) The reactants are [Br:1][C:2]1[CH:7]=[CH:6][C:5]([C@@H:8]([NH:10][CH2:11][CH2:12][C:13](=[O:17])[CH:14]([CH3:16])[CH3:15])[CH3:9])=[CH:4][CH:3]=1.[CH2:18]([Mg]Br)[CH:19]=[CH2:20]. The catalyst is C1COCC1. The product is [Br:1][C:2]1[CH:3]=[CH:4][C:5]([C@@H:8]([NH:10][CH2:11][CH2:12][C:13]([CH:14]([CH3:16])[CH3:15])([OH:17])[CH2:20][CH:19]=[CH2:18])[CH3:9])=[CH:6][CH:7]=1. The yield is 0.950. (4) The reactants are [H-].[Na+].[F:3][CH2:4][C:5]([O:7]CC)=O.[CH:10](OCC)=O.Cl.[C:16]([NH2:19])(=[NH:18])[CH3:17].[O-]CC.[Na+]. The catalyst is CCCCCC.C(O)C. The product is [F:3][C:4]1[C:5](=[O:7])[NH:18][C:16]([CH3:17])=[N:19][CH:10]=1. The yield is 0.0600.